This data is from NCI-60 drug combinations with 297,098 pairs across 59 cell lines. The task is: Regression. Given two drug SMILES strings and cell line genomic features, predict the synergy score measuring deviation from expected non-interaction effect. (1) Cell line: K-562. Synergy scores: CSS=-2.73, Synergy_ZIP=25.1, Synergy_Bliss=21.3, Synergy_Loewe=-5.39, Synergy_HSA=12.9. Drug 1: CC1=C2C(C(=O)C3(C(CC4C(C3C(C(C2(C)C)(CC1OC(=O)C(C(C5=CC=CC=C5)NC(=O)OC(C)(C)C)O)O)OC(=O)C6=CC=CC=C6)(CO4)OC(=O)C)O)C)O. Drug 2: CNC(=O)C1=NC=CC(=C1)OC2=CC=C(C=C2)NC(=O)NC3=CC(=C(C=C3)Cl)C(F)(F)F. (2) Drug 1: C1CCC(C1)C(CC#N)N2C=C(C=N2)C3=C4C=CNC4=NC=N3. Drug 2: C1CN(CCN1C(=O)CCBr)C(=O)CCBr. Cell line: SK-OV-3. Synergy scores: CSS=8.63, Synergy_ZIP=-1.74, Synergy_Bliss=3.95, Synergy_Loewe=3.88, Synergy_HSA=4.48.